Task: Regression/Classification. Given a drug SMILES string, predict its toxicity properties. Task type varies by dataset: regression for continuous values (e.g., LD50, hERG inhibition percentage) or binary classification for toxic/non-toxic outcomes (e.g., AMES mutagenicity, cardiotoxicity, hepatotoxicity). Dataset: herg_karim.. Dataset: hERG potassium channel inhibition data for cardiac toxicity prediction from Karim et al. (1) The drug is COc1cc(C(C)CN2CCN(CCc3ccc4c(c3C)COC4=O)CC2)ccc1C#N. The result is 1 (blocker). (2) The drug is COC1COCCC1N[C@@H]1C[C@H]2CCCC[C@@]2(C(=O)N2CCc3ncc(C(F)(F)F)cc3C2)C1. The result is 0 (non-blocker). (3) The result is 1 (blocker). The compound is Cc1cc(-c2ccc3c(c2)CCN(CCCSc2nnc(-c4ccc5nc(C)c(C)nc5c4)n2C)CC3)no1. (4) The compound is CSc1ccccc1C(=O)N(C1CCC1)C1CCNC1. The result is 0 (non-blocker). (5) The compound is COc1cnc(-c2cccc(F)c2C(F)(F)CNC(=O)c2ccc(COCC(F)(F)F)nc2)cn1. The result is 0 (non-blocker). (6) The molecule is CC1=C(c2ccc(OCCCN3CCCC3)cc2)Oc2ccccc2S1. The result is 1 (blocker). (7) The molecule is CCOC[C@@H](CC(C)C)NC(=O)[C@@H]1CNC[C@H](C(=O)N(c2cc(OCCCOC)c(C(C)C)cc2F)C2CC2)C1.Cl. The result is 1 (blocker). (8) The molecule is Cc1cccc(N2CCN(CCCCNC(=O)c3cc4ccccc4o3)CC2)c1. The result is 1 (blocker).